This data is from NCI-60 drug combinations with 297,098 pairs across 59 cell lines. The task is: Regression. Given two drug SMILES strings and cell line genomic features, predict the synergy score measuring deviation from expected non-interaction effect. (1) Cell line: HCT116. Synergy scores: CSS=1.84, Synergy_ZIP=-3.42, Synergy_Bliss=-3.13, Synergy_Loewe=-1.16, Synergy_HSA=-0.981. Drug 2: CN(C)N=NC1=C(NC=N1)C(=O)N. Drug 1: C1CC(=O)NC(=O)C1N2CC3=C(C2=O)C=CC=C3N. (2) Drug 1: CC(C1=C(C=CC(=C1Cl)F)Cl)OC2=C(N=CC(=C2)C3=CN(N=C3)C4CCNCC4)N. Drug 2: COC1=CC(=CC(=C1O)OC)C2C3C(COC3=O)C(C4=CC5=C(C=C24)OCO5)OC6C(C(C7C(O6)COC(O7)C8=CC=CS8)O)O. Cell line: SK-OV-3. Synergy scores: CSS=7.32, Synergy_ZIP=-8.29, Synergy_Bliss=-4.65, Synergy_Loewe=-12.0, Synergy_HSA=-4.13. (3) Drug 1: CC12CCC3C(C1CCC2=O)CC(=C)C4=CC(=O)C=CC34C. Drug 2: CC1CCC2CC(C(=CC=CC=CC(CC(C(=O)C(C(C(=CC(C(=O)CC(OC(=O)C3CCCCN3C(=O)C(=O)C1(O2)O)C(C)CC4CCC(C(C4)OC)O)C)C)O)OC)C)C)C)OC. Cell line: HCC-2998. Synergy scores: CSS=45.1, Synergy_ZIP=-4.72, Synergy_Bliss=-7.32, Synergy_Loewe=-6.76, Synergy_HSA=-6.29. (4) Drug 1: C1=CN(C(=O)N=C1N)C2C(C(C(O2)CO)O)O.Cl. Drug 2: CC1C(C(CC(O1)OC2CC(CC3=C2C(=C4C(=C3O)C(=O)C5=C(C4=O)C(=CC=C5)OC)O)(C(=O)CO)O)N)O.Cl. Cell line: CCRF-CEM. Synergy scores: CSS=72.0, Synergy_ZIP=-6.23, Synergy_Bliss=-13.5, Synergy_Loewe=9.65, Synergy_HSA=-10.4. (5) Drug 1: CCCCCOC(=O)NC1=NC(=O)N(C=C1F)C2C(C(C(O2)C)O)O. Drug 2: C1CC(=O)NC(=O)C1N2C(=O)C3=CC=CC=C3C2=O. Cell line: NCIH23. Synergy scores: CSS=5.55, Synergy_ZIP=-0.425, Synergy_Bliss=-9.83, Synergy_Loewe=-9.69, Synergy_HSA=-8.79. (6) Cell line: EKVX. Synergy scores: CSS=5.29, Synergy_ZIP=-3.16, Synergy_Bliss=-3.08, Synergy_Loewe=-5.89, Synergy_HSA=-4.11. Drug 2: C(CC(=O)O)C(=O)CN.Cl. Drug 1: C1CN1P(=S)(N2CC2)N3CC3. (7) Drug 1: C1CN1P(=S)(N2CC2)N3CC3. Drug 2: CC1C(C(CC(O1)OC2CC(CC3=C2C(=C4C(=C3O)C(=O)C5=C(C4=O)C(=CC=C5)OC)O)(C(=O)CO)O)N)O.Cl. Cell line: KM12. Synergy scores: CSS=33.2, Synergy_ZIP=-1.39, Synergy_Bliss=0.956, Synergy_Loewe=-15.3, Synergy_HSA=2.64. (8) Drug 2: CC1=C(N=C(N=C1N)C(CC(=O)N)NCC(C(=O)N)N)C(=O)NC(C(C2=CN=CN2)OC3C(C(C(C(O3)CO)O)O)OC4C(C(C(C(O4)CO)O)OC(=O)N)O)C(=O)NC(C)C(C(C)C(=O)NC(C(C)O)C(=O)NCCC5=NC(=CS5)C6=NC(=CS6)C(=O)NCCC[S+](C)C)O. Synergy scores: CSS=38.9, Synergy_ZIP=-3.73, Synergy_Bliss=-1.15, Synergy_Loewe=-15.0, Synergy_HSA=-0.108. Drug 1: C1C(C(OC1N2C=NC3=C(N=C(N=C32)Cl)N)CO)O. Cell line: SN12C.